This data is from Full USPTO retrosynthesis dataset with 1.9M reactions from patents (1976-2016). The task is: Predict the reactants needed to synthesize the given product. (1) Given the product [CH3:9][O:8][C:6]1[CH:5]=[N:4][CH:3]=[C:2]([B:10]2[O:14][C:13]([CH3:16])([CH3:15])[C:12]([CH3:18])([CH3:17])[O:11]2)[CH:7]=1, predict the reactants needed to synthesize it. The reactants are: Br[C:2]1[CH:3]=[N:4][CH:5]=[C:6]([O:8][CH3:9])[CH:7]=1.[B:10]1([B:10]2[O:14][C:13]([CH3:16])([CH3:15])[C:12]([CH3:18])([CH3:17])[O:11]2)[O:14][C:13]([CH3:16])([CH3:15])[C:12]([CH3:18])([CH3:17])[O:11]1.C([O-])(=O)C.[K+].C(Cl)Cl. (2) Given the product [CH3:21][C:22]1[N:27]=[CH:26][C:25]([NH2:28])=[CH:24][C:23]=1[C:2]1[N:7]=[N:6][C:5]([O:8][CH:9]2[CH2:14][CH2:13][O:12][CH2:11][CH2:10]2)=[C:4]([N:15]2[CH2:20][CH2:19][O:18][CH2:17][CH2:16]2)[CH:3]=1, predict the reactants needed to synthesize it. The reactants are: Cl[C:2]1[N:7]=[N:6][C:5]([O:8][CH:9]2[CH2:14][CH2:13][O:12][CH2:11][CH2:10]2)=[C:4]([N:15]2[CH2:20][CH2:19][O:18][CH2:17][CH2:16]2)[CH:3]=1.[CH3:21][C:22]1[N:27]=[CH:26][C:25]([NH2:28])=[CH:24][C:23]=1B1OC(C)(C)C(C)(C)O1.C([O-])([O-])=O.[Na+].[Na+].C(Cl)Cl.